This data is from Reaction yield outcomes from USPTO patents with 853,638 reactions. The task is: Predict the reaction yield, written as a fraction of the theoretical maximum amount of product (1.0 means a 100% yield; for example, 0.34 means a 34% yield). (1) The product is [CH2:1]([C:3]1[S:4][C:5]([C:8]2[O:9][C:10]3[CH:20]=[C:19]([N:21]([CH3:26])[S:22]([CH3:25])(=[O:24])=[O:23])[C:18]([C:37]4[CH:38]=[CH:39][C:40]5[N:41]=[CH:42][N:43]6[C:51]7[CH:50]=[CH:49][CH:48]=[C:47]([F:52])[C:46]=7[CH:45]=[C:44]6[C:53]=5[N:54]=4)=[CH:17][C:11]=3[C:12]=2[C:13]([NH:15][CH3:16])=[O:14])=[CH:6][N:7]=1)[CH3:2]. The reactants are [CH2:1]([C:3]1[S:4][C:5]([C:8]2[O:9][C:10]3[CH:20]=[C:19]([N:21]([CH3:26])[S:22]([CH3:25])(=[O:24])=[O:23])[C:18](B4OC(C)(C)C(C)(C)O4)=[CH:17][C:11]=3[C:12]=2[C:13]([NH:15][CH3:16])=[O:14])=[CH:6][N:7]=1)[CH3:2].Cl[C:37]1[CH:38]=[CH:39][C:40]2[N:41]=[CH:42][N:43]3[C:51]4[CH:50]=[CH:49][CH:48]=[C:47]([F:52])[C:46]=4[CH:45]=[C:44]3[C:53]=2[N:54]=1.C([O-])([O-])=O.[Cs+].[Cs+]. The catalyst is O1CCOCC1. The yield is 0.410. (2) The reactants are [NH2:1][CH2:2][CH2:3][CH2:4][OH:5].[C:6]([CH2:10][C:11](Cl)=[O:12])([CH3:9])([CH3:8])[CH3:7]. The catalyst is ClCCl. The product is [OH:5][CH2:4][CH2:3][CH2:2][NH:1][C:11](=[O:12])[CH2:10][C:6]([CH3:9])([CH3:8])[CH3:7]. The yield is 0.910. (3) The reactants are [CH3:1][C:2]1[CH:3]=[CH:4][N:5]2[C:10]=1[C:9](=[O:11])[N:8]([C:12]1[CH:17]=[CH:16][CH:15]=[CH:14][CH:13]=1)[C:7]([C@@H:18]([NH:20][C:21]1[C:22]3[C:29]([S:30][C:31]4[CH:32]=[C:33]([NH:37][S:38]([CH3:41])(=[O:40])=[O:39])[CH:34]=[CH:35][CH:36]=4)=[CH:28][N:27](COCC[Si](C)(C)C)[C:23]=3[N:24]=[CH:25][N:26]=1)[CH3:19])=[N:6]2.FC(F)(F)C(O)=O.N. No catalyst specified. The product is [CH3:1][C:2]1[CH:3]=[CH:4][N:5]2[C:10]=1[C:9](=[O:11])[N:8]([C:12]1[CH:13]=[CH:14][CH:15]=[CH:16][CH:17]=1)[C:7]([C@@H:18]([NH:20][C:21]1[C:22]3[C:29]([S:30][C:31]4[CH:32]=[C:33]([NH:37][S:38]([CH3:41])(=[O:40])=[O:39])[CH:34]=[CH:35][CH:36]=4)=[CH:28][NH:27][C:23]=3[N:24]=[CH:25][N:26]=1)[CH3:19])=[N:6]2. The yield is 0.370. (4) The reactants are C(N1C=CN=C1)(N1C=CN=C1)=O.[CH2:13]([N:15]1[CH:20]=[C:19]([C:21]([OH:23])=O)[C:18](=[O:24])[C:17]2[CH:25]=[C:26]([I:28])[S:27][C:16]1=2)[CH3:14].[Cl:29][C:30]1[CH:37]=[CH:36][C:33]([CH2:34][NH2:35])=[CH:32][CH:31]=1.CC(O)=O. The catalyst is CN(C=O)C. The product is [Cl:29][C:30]1[CH:37]=[CH:36][C:33]([CH2:34][NH:35][C:21]([C:19]2[C:18](=[O:24])[C:17]3[CH:25]=[C:26]([I:28])[S:27][C:16]=3[N:15]([CH2:13][CH3:14])[CH:20]=2)=[O:23])=[CH:32][CH:31]=1. The yield is 0.530.